Predict the product of the given reaction. From a dataset of Forward reaction prediction with 1.9M reactions from USPTO patents (1976-2016). (1) Given the reactants C(OC([N:8]1[CH2:12][CH2:11][C@H:10]([S:13][C:14]2[CH:15]=[C:16]3[C:21](=[CH:22][C:23]=2[Cl:24])[CH:20]=[N:19][CH:18]=[CH:17]3)[CH2:9]1)=O)(C)(C)C, predict the reaction product. The product is: [ClH:24].[Cl:24][C:23]1[CH:22]=[C:21]2[C:16]([CH:17]=[CH:18][N:19]=[CH:20]2)=[CH:15][C:14]=1[S:13][C@H:10]1[CH2:11][CH2:12][NH:8][CH2:9]1. (2) Given the reactants [CH2:1]([N:8]([C:22](=[O:30])[C:23]1[CH:28]=[CH:27][CH:26]=[CH:25][C:24]=1I)[C:9]1[CH2:10][CH2:11][N:12]([C:15]([O:17][C:18]([CH3:21])([CH3:20])[CH3:19])=[O:16])[CH2:13][CH:14]=1)[C:2]1[CH:7]=[CH:6][CH:5]=[CH:4][CH:3]=1.C1C=CC(P(C2C=CC=CC=2)C2C=CC=CC=2)=CC=1.C([O-])([O-])=O.[K+].[K+], predict the reaction product. The product is: [CH2:1]([N:8]1[C:9]2([CH:10]=[CH:11][N:12]([C:15]([O:17][C:18]([CH3:21])([CH3:20])[CH3:19])=[O:16])[CH2:13][CH2:14]2)[C:28]2[C:23](=[CH:24][CH:25]=[CH:26][CH:27]=2)[C:22]1=[O:30])[C:2]1[CH:7]=[CH:6][CH:5]=[CH:4][CH:3]=1.